This data is from Full USPTO retrosynthesis dataset with 1.9M reactions from patents (1976-2016). The task is: Predict the reactants needed to synthesize the given product. (1) Given the product [C:7]([C:11]1[N:15]([CH2:16][CH:17]2[CH2:22][CH2:21][CH:20]([F:23])[CH2:19][CH2:18]2)[C:14]2[CH:24]=[CH:25][C:26]([S:28]([N:31]3[CH:35]=[CH:34][C:33]([C:36]([OH:1])=[O:37])=[CH:32]3)(=[O:30])=[O:29])=[CH:27][C:13]=2[N:12]=1)([CH3:10])([CH3:8])[CH3:9], predict the reactants needed to synthesize it. The reactants are: [OH:1]OS([O-])=O.[K+].[C:7]([C:11]1[N:15]([CH2:16][CH:17]2[CH2:22][CH2:21][CH:20]([F:23])[CH2:19][CH2:18]2)[C:14]2[CH:24]=[CH:25][C:26]([S:28]([N:31]3[CH:35]=[CH:34][C:33]([CH:36]=[O:37])=[CH:32]3)(=[O:30])=[O:29])=[CH:27][C:13]=2[N:12]=1)([CH3:10])([CH3:9])[CH3:8]. (2) Given the product [OH:32][C:30]1[CH:13]=[C:12]([C:7](=[O:33])[CH2:1][CH2:2][CH2:3][CH2:4][CH2:5][CH3:6])[CH:21]=[C:20]2[C:31]=1[C@@H:16]1[CH2:27][C:26]([CH3:28])=[CH:25][CH2:24][C@H:17]1[C:18]([CH3:23])([CH3:22])[O:19]2, predict the reactants needed to synthesize it. The reactants are: [CH2:1]([C:7]1([C:12]2[CH:13]=C(O)C3[C@@H:16]4[CH2:27][C:26]([CH3:28])=[CH:25][CH2:24][C@H:17]4[C:18]([CH3:23])([CH3:22])[O:19][C:20]=3[CH:21]=2)SCCS1)[CH2:2][CH2:3][CH2:4][CH2:5][CH3:6].[CH2:30]([OH:32])[CH3:31].[OH2:33]. (3) Given the product [Cl:1][C:2]1[C:3]([CH:8]([N:13]2[CH2:18][CH2:17][N:16]([CH3:19])[CH2:15][CH2:14]2)[C:9]([NH:21][NH2:22])=[O:10])=[N:4][CH:5]=[CH:6][CH:7]=1, predict the reactants needed to synthesize it. The reactants are: [Cl:1][C:2]1[C:3]([CH:8]([N:13]2[CH2:18][CH2:17][N:16]([CH3:19])[CH2:15][CH2:14]2)[C:9](OC)=[O:10])=[N:4][CH:5]=[CH:6][CH:7]=1.O.[NH2:21][NH2:22].